Predict the reactants needed to synthesize the given product. From a dataset of Full USPTO retrosynthesis dataset with 1.9M reactions from patents (1976-2016). (1) Given the product [Cl:13][C:14]1[N:15]=[C:16]([CH2:20][C:29]([O:30][CH3:31])=[O:32])[CH:17]=[CH:18][CH:19]=1, predict the reactants needed to synthesize it. The reactants are: C(NC(C)C)(C)C.C([Li])CCC.[Cl:13][C:14]1[CH:19]=[CH:18][CH:17]=[C:16]([CH3:20])[N:15]=1.CN(C)CCN(C)C.[C:29](=O)([O:32]C)[O:30][CH3:31]. (2) The reactants are: C(OC([N:8]1[CH2:31][CH2:30][C:11]2[N:12]=[C:13]([C:16]3[CH:21]=[CH:20][C:19](OS(C(F)(F)F)(=O)=O)=[CH:18][CH:17]=3)[N:14]=[CH:15][C:10]=2[CH2:9]1)=O)(C)(C)C.[CH2:32]([O:36]C=C)[CH2:33]CC.C1(P(C2C=CC=CC=2)CCCP(C2C=CC=CC=2)C2C=CC=CC=2)C=CC=CC=1.C(OC=C)=C.Cl.C(=O)([O-])[O-].[Na+].[Na+]. Given the product [N:12]1[C:11]2[CH2:30][CH2:31][NH:8][CH2:9][C:10]=2[CH:15]=[N:14][C:13]=1[C:16]1[CH:17]=[CH:18][C:19]([C:32](=[O:36])[CH3:33])=[CH:20][CH:21]=1, predict the reactants needed to synthesize it. (3) Given the product [CH3:1][N:2]([CH3:15])[C:3]1[CH:4]=[CH:5][C:6]([CH:9]2[NH:10][CH2:11][CH2:12][N:13]([C:17]3[C:26]4[C:21](=[CH:22][C:23]([O:29][CH3:30])=[C:24]([O:27][CH3:28])[CH:25]=4)[N:20]=[CH:19][N:18]=3)[CH2:14]2)=[CH:7][CH:8]=1, predict the reactants needed to synthesize it. The reactants are: [CH3:1][N:2]([CH3:15])[C:3]1[CH:8]=[CH:7][C:6]([CH:9]2[CH2:14][NH:13][CH2:12][CH2:11][NH:10]2)=[CH:5][CH:4]=1.Cl[C:17]1[C:26]2[C:21](=[CH:22][C:23]([O:29][CH3:30])=[C:24]([O:27][CH3:28])[CH:25]=2)[N:20]=[CH:19][N:18]=1. (4) Given the product [CH:1]1([N:4]2[CH2:5][CH2:6][N:7]([C:10]([C:34]3[CH:35]=[CH:33][C:50]([CH2:23][N:17]4[CH2:18][CH2:19][O:45][CH2:21][CH2:22]4)=[CH:49][CH:48]=3)=[O:12])[CH2:8][CH2:9]2)[CH2:2][CH2:3]1, predict the reactants needed to synthesize it. The reactants are: [CH:1]1([N:4]2[CH2:9][CH2:8][N:7]([C:10]([O:12]C(C)(C)C)=O)[CH2:6][CH2:5]2)[CH2:3][CH2:2]1.[N:17]1([C:23](OC(C)(C)C)=O)[CH2:22][CH2:21]N[CH2:19][CH2:18]1.C(O[C:33]1(O[Si](C)(C)C)[CH2:35][CH2:34]1)C.[BH3-]C#N.[Na+].[OH-:45].[Na+].O1C[CH2:50][CH2:49][CH2:48]1. (5) Given the product [Br:13][C:14]1[CH:15]=[C:16]2[C:21](=[CH:22][CH:23]=1)[N:20]=[C:19]([Cl:24])[C:18]([CH2:27][C:28]1[CH:35]=[CH:34][C:31]([C:32]#[N:33])=[CH:30][CH:29]=1)=[C:17]2[Cl:25], predict the reactants needed to synthesize it. The reactants are: C(NC(C)C)(C)C.C([Li])CCC.[Br:13][C:14]1[CH:15]=[C:16]2[C:21](=[CH:22][CH:23]=1)[N:20]=[C:19]([Cl:24])[CH:18]=[C:17]2[Cl:25].Br[CH2:27][C:28]1[CH:35]=[CH:34][C:31]([C:32]#[N:33])=[CH:30][CH:29]=1. (6) Given the product [Cl:1][C:2]1[N:7]=[N:6][C:5]([C:8]([N:23]2[CH2:24][CH2:25][N:20]([C:17]3[C:16]([CH3:26])=[CH:15][C:14]([CH:11]4[CH2:12][CH2:13]4)=[CH:19][N:18]=3)[CH2:21][CH2:22]2)=[O:10])=[CH:4][CH:3]=1, predict the reactants needed to synthesize it. The reactants are: [Cl:1][C:2]1[N:7]=[N:6][C:5]([C:8]([OH:10])=O)=[CH:4][CH:3]=1.[CH:11]1([C:14]2[CH:15]=[C:16]([CH3:26])[C:17]([N:20]3[CH2:25][CH2:24][NH:23][CH2:22][CH2:21]3)=[N:18][CH:19]=2)[CH2:13][CH2:12]1. (7) Given the product [Si:19]([O:8][CH2:7][CH:2]1[CH2:3][CH2:4][CH2:5][CH2:6][NH:1]1)([C:22]([CH3:25])([CH3:24])[CH3:23])([CH3:21])[CH3:20], predict the reactants needed to synthesize it. The reactants are: [NH:1]1[CH2:6][CH2:5][CH2:4][CH2:3][CH:2]1[CH2:7][OH:8].CN(C=O)C.N1C=CN=C1.[Si:19](Cl)([C:22]([CH3:25])([CH3:24])[CH3:23])([CH3:21])[CH3:20]. (8) Given the product [CH3:1][O:2][C:3]1[CH:34]=[C:33]([O:35][CH3:36])[CH:32]=[CH:31][C:4]=1[CH2:5][N:6]1[CH2:15][CH2:14][C:13]2[C:12](=[O:16])[N:11]([C:17]3[CH:18]=[CH:19][C:20]([O:23][CH2:24][C:25]([F:28])([F:27])[F:26])=[CH:21][CH:22]=3)[C:10]([S:29][CH2:40][CH3:41])=[N:9][C:8]=2[C:7]1=[O:30], predict the reactants needed to synthesize it. The reactants are: [CH3:1][O:2][C:3]1[CH:34]=[C:33]([O:35][CH3:36])[CH:32]=[CH:31][C:4]=1[CH2:5][N:6]1[CH2:15][CH2:14][C:13]2[C:12](=[O:16])[N:11]([C:17]3[CH:22]=[CH:21][C:20]([O:23][CH2:24][C:25]([F:28])([F:27])[F:26])=[CH:19][CH:18]=3)[C:10](=[S:29])[NH:9][C:8]=2[C:7]1=[O:30].[OH-].[Na+].I[CH2:40][CH3:41].Cl.